Dataset: Forward reaction prediction with 1.9M reactions from USPTO patents (1976-2016). Task: Predict the product of the given reaction. (1) The product is: [C:6]1([N:5]([C:12]2[CH:17]=[CH:16][CH:15]=[CH:14][CH:13]=2)[C:3](=[O:4])[CH2:2][N:21]2[CH:22]=[CH:23][CH:24]=[C:25]([C:26]([O:28][CH3:29])=[O:27])[C:20]2=[O:19])[CH:11]=[CH:10][CH:9]=[CH:8][CH:7]=1. Given the reactants Br[CH2:2][C:3]([N:5]([C:12]1[CH:17]=[CH:16][CH:15]=[CH:14][CH:13]=1)[C:6]1[CH:11]=[CH:10][CH:9]=[CH:8][CH:7]=1)=[O:4].Cl.[O:19]=[C:20]1[C:25]([C:26]([O:28][CH3:29])=[O:27])=[CH:24][CH:23]=[CH:22][NH:21]1.[H-].[Na+], predict the reaction product. (2) Given the reactants [NH2:1][C:2]1[N:7]2[N:8]=[CH:9][C:10]([C:11]3[CH:12]=[N:13][C:14]4[C:19]([CH:20]=3)=[CH:18][CH:17]=[CH:16][CH:15]=4)=[C:6]2[N:5]=[C:4]([N:21]2[CH2:26][CH2:25][N:24](C(OC(C)(C)C)=O)[CH2:23][CH2:22]2)[C:3]=1Br.[ClH:35], predict the reaction product. The product is: [Cl:35][C:3]1[C:4]([N:21]2[CH2:26][CH2:25][NH:24][CH2:23][CH2:22]2)=[N:5][C:6]2[N:7]([N:8]=[CH:9][C:10]=2[C:11]2[CH:12]=[N:13][C:14]3[C:19]([CH:20]=2)=[CH:18][CH:17]=[CH:16][CH:15]=3)[C:2]=1[NH2:1]. (3) Given the reactants [CH2:1]([N:8]1[C:12]2[CH:13]=[C:14]([NH:21][CH:22]3[CH2:27][CH2:26][NH:25][CH2:24][CH2:23]3)[C:15]3[N:16]([C:17]([CH3:20])=[N:18][N:19]=3)[C:11]=2[CH:10]=[C:9]1[CH3:28])[C:2]1[CH:7]=[CH:6][CH:5]=[CH:4][CH:3]=1.[CH3:29][S:30](Cl)(=[O:32])=[O:31].C(N(CC)CC)C, predict the reaction product. The product is: [CH2:1]([N:8]1[C:12]2[CH:13]=[C:14]([NH:21][CH:22]3[CH2:27][CH2:26][N:25]([S:30]([CH3:29])(=[O:32])=[O:31])[CH2:24][CH2:23]3)[C:15]3[N:16]([C:17]([CH3:20])=[N:18][N:19]=3)[C:11]=2[CH:10]=[C:9]1[CH3:28])[C:2]1[CH:3]=[CH:4][CH:5]=[CH:6][CH:7]=1. (4) Given the reactants CCN(CC)CC.[CH3:8][CH:9]([C:16]1[CH:21]=[CH:20][CH:19]=[CH:18][C:17]=1OS(C(F)(F)F)(=O)=O)[C:10]#[C:11][Si:12]([CH3:15])([CH3:14])[CH3:13].[CH3:30][C:31]1([CH3:38])[C:35]([CH3:37])([CH3:36])[O:34][BH:33][O:32]1, predict the reaction product. The product is: [CH3:30][C:31]1([CH3:38])[C:35]([CH3:37])([CH3:36])[O:34][B:33]([C:17]2[CH:18]=[CH:19][CH:20]=[CH:21][C:16]=2[CH:9]([CH3:8])[C:10]#[C:11][Si:12]([CH3:15])([CH3:14])[CH3:13])[O:32]1. (5) Given the reactants [NH2:1][C:2]1[CH:3]=[CH:4][C:5]([Cl:8])=[N:6][CH:7]=1.N([O-])=O.[Na+].[N-:13]=[N+:14]=[N-].[Na+], predict the reaction product. The product is: [N:1]([C:2]1[CH:3]=[CH:4][C:5]([Cl:8])=[N:6][CH:7]=1)=[N+:13]=[N-:14].